Dataset: Forward reaction prediction with 1.9M reactions from USPTO patents (1976-2016). Task: Predict the product of the given reaction. (1) Given the reactants [CH3:1][NH:2][C:3]([N:5]1[CH2:10][CH2:9][CH2:8][CH2:7][CH:6]1[C:11]1[N:12]=[N:13][N:14]([C:16]2[CH:21]=[CH:20][CH:19]=[C:18]([Cl:22])[CH:17]=2)[N:15]=1)=[S:4].I[CH3:24], predict the reaction product. The product is: [CH3:24][S:4][C:3]([N:5]1[CH2:10][CH2:9][CH2:8][CH2:7][CH:6]1[C:11]1[N:12]=[N:13][N:14]([C:16]2[CH:21]=[CH:20][CH:19]=[C:18]([Cl:22])[CH:17]=2)[N:15]=1)=[N:2][CH3:1]. (2) Given the reactants C(=O)([O-])[O-].[K+].[K+].[O:7]([CH2:14][CH2:15]Br)[C:8]1[CH:13]=[CH:12][CH:11]=[CH:10][CH:9]=1.[CH:17]12[NH:24][CH:21]([CH2:22][CH2:23]1)[CH2:20][CH:19]([NH:25][C:26]1[CH:27]=[C:28]3[C:32](=[CH:33][CH:34]=1)[NH:31][N:30]=[CH:29]3)[CH2:18]2, predict the reaction product. The product is: [O:7]([CH2:14][CH2:15][N:24]1[CH:21]2[CH2:22][CH2:23][CH:17]1[CH2:18][CH:19]([NH:25][C:26]1[CH:27]=[C:28]3[C:32](=[CH:33][CH:34]=1)[NH:31][N:30]=[CH:29]3)[CH2:20]2)[C:8]1[CH:13]=[CH:12][CH:11]=[CH:10][CH:9]=1. (3) Given the reactants C(OC(=O)[NH:7][C@H:8]([CH2:27][C:28]1[CH:33]=[CH:32][C:31]([O:34][CH3:35])=[CH:30][CH:29]=1)[C:9](=[O:26])[N:10]1[CH2:13][C:12]([CH2:21][CH2:22][CH2:23][CH2:24][CH3:25])([C:14]2[CH:19]=[CH:18][C:17]([F:20])=[CH:16][CH:15]=2)[CH2:11]1)(C)(C)C.FC(F)(F)C(O)=O, predict the reaction product. The product is: [NH2:7][C@H:8]([CH2:27][C:28]1[CH:29]=[CH:30][C:31]([O:34][CH3:35])=[CH:32][CH:33]=1)[C:9]([N:10]1[CH2:11][C:12]([CH2:21][CH2:22][CH2:23][CH2:24][CH3:25])([C:14]2[CH:19]=[CH:18][C:17]([F:20])=[CH:16][CH:15]=2)[CH2:13]1)=[O:26]. (4) Given the reactants [NH:1]([C:3](=[O:25])[CH:4]([NH:16][C:17](=[O:24])[C:18]1[CH:23]=[CH:22][CH:21]=[CH:20][CH:19]=1)[C:5]1[C:14]2[C:9](=[CH:10][CH:11]=[CH:12][CH:13]=2)[C:8](=[O:15])[NH:7][N:6]=1)[NH2:2].[Br:26][C:27]1[CH:34]=[CH:33][CH:32]=[CH:31][C:28]=1[CH:29]=O.C(O)(=O)C, predict the reaction product. The product is: [Br:26][C:27]1[CH:34]=[CH:33][CH:32]=[CH:31][C:28]=1/[CH:29]=[N:2]/[NH:1][C:3](=[O:25])[CH:4]([NH:16][C:17](=[O:24])[C:18]1[CH:23]=[CH:22][CH:21]=[CH:20][CH:19]=1)[C:5]1[C:14]2[C:9](=[CH:10][CH:11]=[CH:12][CH:13]=2)[C:8](=[O:15])[NH:7][N:6]=1. (5) Given the reactants [H-].[H-].[H-].[H-].[Li+].[Al+3].[F:7][C:8]1[CH:9]=[C:10]([CH:22]=[CH:23][CH:24]=1)[CH2:11][O:12][CH2:13][C:14]1[CH:21]=[CH:20][C:17]([C:18]#[N:19])=[CH:16][CH:15]=1.O.[OH-].[Na+], predict the reaction product. The product is: [F:7][C:8]1[CH:9]=[C:10]([CH:22]=[CH:23][CH:24]=1)[CH2:11][O:12][CH2:13][C:14]1[CH:21]=[CH:20][C:17]([CH2:18][NH2:19])=[CH:16][CH:15]=1. (6) Given the reactants [Br:1][C:2]1[C:3]([F:12])=[CH:4][C:5]([OH:11])=[C:6]([C:8](=[O:10])[CH3:9])[CH:7]=1.[CH:13](=O)[C:14]1[CH:19]=[CH:18][CH:17]=[CH:16][CH:15]=1.[OH-].[Na+], predict the reaction product. The product is: [Br:1][C:2]1[C:3]([F:12])=[CH:4][C:5]([OH:11])=[C:6]([C:8](=[O:10])[CH:9]=[CH:13][C:14]2[CH:19]=[CH:18][CH:17]=[CH:16][CH:15]=2)[CH:7]=1. (7) Given the reactants Cl.[NH2:2][CH2:3][CH2:4][C:5]([O:7][CH2:8][CH3:9])=[O:6].[F:10][C:11]1[CH:16]=[CH:15][CH:14]=[C:13](F)[C:12]=1[N+:18]([O-:20])=[O:19].C(=O)([O-])[O-].[K+].[K+], predict the reaction product. The product is: [F:10][C:11]1[C:12]([N+:18]([O-:20])=[O:19])=[C:13]([NH:2][CH2:3][CH2:4][C:5]([O:7][CH2:8][CH3:9])=[O:6])[CH:14]=[CH:15][CH:16]=1. (8) Given the reactants O[CH2:2][CH2:3][N:4]([C:12]1[CH:17]=[C:16]([Cl:18])[C:15]([N:19]2[CH2:24][CH:23]([CH2:25][C:26]3[CH:31]=[CH:30][C:29]([F:32])=[CH:28][C:27]=3[F:33])[CH2:22][CH2:21][C:20]2=[O:34])=[C:14]([Cl:35])[CH:13]=1)C(OC(C)(C)C)=O.C1(P(C2C=CC=CC=2)C2C=CC=CC=2)C=CC=CC=1.[CH3:55][C:56]1([CH3:63])[C:60](=[O:61])[NH:59][C:58](=[O:62])[NH:57]1.CCOC(/N=N/C(OCC)=O)=O, predict the reaction product. The product is: [CH3:55][C:56]1([CH3:63])[C:60](=[O:61])[N:59]([CH2:2][CH2:3][NH:4][C:12]2[CH:17]=[C:16]([Cl:18])[C:15]([N:19]3[CH2:24][CH:23]([CH2:25][C:26]4[CH:31]=[CH:30][C:29]([F:32])=[CH:28][C:27]=4[F:33])[CH2:22][CH2:21][C:20]3=[O:34])=[C:14]([Cl:35])[CH:13]=2)[C:58](=[O:62])[NH:57]1. (9) Given the reactants Cl[CH2:2][CH2:3][O:4][C:5]1[C:10]([F:11])=[CH:9][CH:8]=[CH:7][C:6]=1[C:12]1([NH:15][C:16]2[C:17](=[O:35])[N:18]([C:22]3[CH:23]=[C:24]([CH:31]=[CH:32][C:33]=3[CH3:34])[C:25]([NH:27][CH:28]3[CH2:30][CH2:29]3)=[O:26])[CH:19]=[CH:20][N:21]=2)[CH2:14][CH2:13]1.[NH2:36][CH2:37][CH2:38][OH:39].O1CCOC[CH2:41]1, predict the reaction product. The product is: [CH:28]1([NH:27][C:25](=[O:26])[C:24]2[CH:31]=[CH:32][C:33]([CH3:34])=[C:22]([N:18]3[CH:19]=[CH:20][N:21]=[C:16]([NH:15][C:12]4([C:6]5[CH:7]=[CH:8][CH:9]=[C:10]([F:11])[C:5]=5[O:4][CH2:3][CH2:2][NH:36][CH2:37][C@H:38]([OH:39])[CH3:41])[CH2:14][CH2:13]4)[C:17]3=[O:35])[CH:23]=2)[CH2:30][CH2:29]1. (10) Given the reactants [Cl:1][C:2]1[CH:3]=[C:4]([CH2:8][CH2:9][NH:10][C:11]2[CH:16]=[CH:15][NH:14][C:13](=[O:17])[C:12]=2[C:18]2[NH:19][C:20]3[C:26]([C:27]([OH:29])=O)=[CH:25][CH:24]=[CH:23][C:21]=3[N:22]=2)[CH:5]=[CH:6][CH:7]=1.[CH2:30]([NH2:37])[C:31]1[CH:36]=[CH:35][CH:34]=[CH:33][CH:32]=1.CCN(C(C)C)C(C)C.CN(C(ON1N=NC2C=CC=NC1=2)=[N+](C)C)C.F[P-](F)(F)(F)(F)F.FC1C=C(C=CC=1)CNC(C1C2NC(C3C(=O)NC=CC=3NC[C@@H](O)C3C=CC=CC=3)=NC=2C=CC=1)=O, predict the reaction product. The product is: [CH2:30]([NH:37][C:27]([C:26]1[C:20]2[NH:19][C:18]([C:12]3[C:13](=[O:17])[NH:14][CH:15]=[CH:16][C:11]=3[NH:10][CH2:9][CH2:8][C:4]3[CH:5]=[CH:6][CH:7]=[C:2]([Cl:1])[CH:3]=3)=[N:22][C:21]=2[CH:23]=[CH:24][CH:25]=1)=[O:29])[C:31]1[CH:36]=[CH:35][CH:34]=[CH:33][CH:32]=1.